From a dataset of Catalyst prediction with 721,799 reactions and 888 catalyst types from USPTO. Predict which catalyst facilitates the given reaction. (1) Product: [CH:1]([C:4]1[CH:12]=[CH:11][C:7]([C:8]([Cl:21])=[O:9])=[CH:6][CH:5]=1)([CH3:3])[CH3:2]. The catalyst class is: 11. Reactant: [CH:1]([C:4]1[CH:12]=[CH:11][C:7]([C:8](O)=[O:9])=[CH:6][CH:5]=1)([CH3:3])[CH3:2].N1C=CC=CC=1.S(Cl)([Cl:21])=O. (2) Reactant: [CH2:1]([C:3]1[CH:8]=[C:7]([O:9][CH3:10])[C:6]([F:11])=[CH:5][C:4]=1[C:12]1[CH:20]=[C:19]2[C:15]([CH:16]=[N:17][NH:18]2)=[CH:14][CH:13]=1)[CH3:2].[OH-].[K+].[I:23]I. Product: [CH2:1]([C:3]1[CH:8]=[C:7]([O:9][CH3:10])[C:6]([F:11])=[CH:5][C:4]=1[C:12]1[CH:20]=[C:19]2[C:15]([C:16]([I:23])=[N:17][NH:18]2)=[CH:14][CH:13]=1)[CH3:2]. The catalyst class is: 18. (3) Reactant: [OH:1][C:2]1[N:10]=[C:9]2[C:5]([NH:6][CH:7]=[N:8]2)=[C:4](Cl)[N:3]=1.[Cl:12][C:13]1[CH:14]=[C:15]([CH:18]=[CH:19][CH:20]=1)[CH2:16][NH2:17].C(N(CC)CC)C. Product: [OH:1][C:2]1[N:10]=[C:9]2[C:5]([NH:6][CH:7]=[N:8]2)=[C:4]([NH:17][CH2:16][C:15]2[CH:18]=[CH:19][CH:20]=[C:13]([Cl:12])[CH:14]=2)[N:3]=1. The catalyst class is: 51. (4) Reactant: [Br:1][C:2]1[CH:8]=[CH:7][C:5]([NH2:6])=[CH:4][CH:3]=1.Cl.Cl[CH2:11][CH2:12][NH:13][CH2:14][CH2:15]Cl.C(N(CC)CC)C.[C:24](O[C:24]([O:26][C:27]([CH3:30])([CH3:29])[CH3:28])=[O:25])([O:26][C:27]([CH3:30])([CH3:29])[CH3:28])=[O:25]. Product: [Br:1][C:2]1[CH:8]=[CH:7][C:5]([N:6]2[CH2:15][CH2:14][N:13]([C:24]([O:26][C:27]([CH3:30])([CH3:29])[CH3:28])=[O:25])[CH2:12][CH2:11]2)=[CH:4][CH:3]=1. The catalyst class is: 746. (5) Reactant: [F-].C([N+](CCCC)(CCCC)CCCC)CCC.O1CCCC1.[Si]([O:41][CH2:42][C:43]1[CH:48]=[CH:47][C:46]([CH2:49][CH2:50][CH2:51][CH2:52][CH3:53])=[CH:45][C:44]=1[Cl:54])(C(C)(C)C)(C1C=CC=CC=1)C1C=CC=CC=1.O. Product: [Cl:54][C:44]1[CH:45]=[C:46]([CH2:49][CH2:50][CH2:51][CH2:52][CH3:53])[CH:47]=[CH:48][C:43]=1[CH2:42][OH:41]. The catalyst class is: 7. (6) Reactant: [Cl:1][C:2]1[CH:7]=[CH:6][C:5]([CH2:8][CH2:9][OH:10])=[CH:4][CH:3]=1.[C:11]1([CH3:21])[CH:16]=[CH:15][C:14]([S:17](Cl)(=[O:19])=[O:18])=[CH:13][CH:12]=1. Product: [Cl:1][C:2]1[CH:7]=[CH:6][C:5]([CH2:8][CH2:9][O:10][S:17]([C:14]2[CH:15]=[CH:16][C:11]([CH3:21])=[CH:12][CH:13]=2)(=[O:19])=[O:18])=[CH:4][CH:3]=1. The catalyst class is: 17. (7) Reactant: Cl[C:2]1[CH:11]=[CH:10][C:9]2[C:4](=[CH:5][CH:6]=[C:7]([N+:12]([O-:14])=[O:13])[CH:8]=2)[N:3]=1.[CH3:15][O:16][C:17]1[C:22]2[CH:23]([NH2:26])[CH2:24][O:25][C:21]=2[CH:20]=[CH:19][CH:18]=1.C(N(C(C)C)C(C)C)C. Product: [CH3:15][O:16][C:17]1[C:22]2[CH:23]([NH:26][C:2]3[CH:11]=[CH:10][C:9]4[C:4](=[CH:5][CH:6]=[C:7]([N+:12]([O-:14])=[O:13])[CH:8]=4)[N:3]=3)[CH2:24][O:25][C:21]=2[CH:20]=[CH:19][CH:18]=1. The catalyst class is: 60.